Task: Predict the product of the given reaction.. Dataset: Forward reaction prediction with 1.9M reactions from USPTO patents (1976-2016) (1) Given the reactants C(OC([N:8]1[CH2:13][CH2:12][N:11]([C:14]2[CH:15]=[N:16][C:17]([NH:20][C:21]3[N:22]=[CH:23][C:24]4[CH:30]=[C:29]([O:31][CH2:32][CH2:33][O:34][CH2:35][CH3:36])[C:28](=[O:37])[N:27]([CH:38]5[CH2:42][CH2:41][CH2:40][CH2:39]5)[C:25]=4[N:26]=3)=[CH:18][CH:19]=2)[CH2:10][CH2:9]1)=O)(C)(C)C.[ClH:43], predict the reaction product. The product is: [ClH:43].[CH:38]1([N:27]2[C:25]3[N:26]=[C:21]([NH:20][C:17]4[CH:18]=[CH:19][C:14]([N:11]5[CH2:12][CH2:13][NH:8][CH2:9][CH2:10]5)=[CH:15][N:16]=4)[N:22]=[CH:23][C:24]=3[CH:30]=[C:29]([O:31][CH2:32][CH2:33][O:34][CH2:35][CH3:36])[C:28]2=[O:37])[CH2:39][CH2:40][CH2:41][CH2:42]1. (2) Given the reactants [Br:1][C:2]1[C:3]([NH:8][CH:9]([CH2:12][CH3:13])[CH2:10]O)=[N:4][CH:5]=[N:6][CH:7]=1.S(Cl)(Cl)=O, predict the reaction product. The product is: [Br:1][C:2]1[C:3]2[N:4]([CH2:10][CH:9]([CH2:12][CH3:13])[N:8]=2)[CH:5]=[N:6][CH:7]=1. (3) Given the reactants FC(F)(F)C(O)=O.[CH2:8]([O:10][C:11](=[O:25])[NH:12][CH:13]([C:15]1[CH:16]=[C:17]2[C:22](=[CH:23][CH:24]=1)[CH2:21][NH:20][CH2:19][CH2:18]2)[CH3:14])[CH3:9].Br[CH2:27][C:28]1[CH:33]=[CH:32][C:31]([O:34][CH2:35][CH:36]2[CH2:38][CH2:37]2)=[CH:30][CH:29]=1, predict the reaction product. The product is: [CH2:8]([O:10][C:11](=[O:25])[NH:12][CH:13]([C:15]1[CH:16]=[C:17]2[C:22](=[CH:23][CH:24]=1)[CH2:21][N:20]([CH2:27][C:28]1[CH:33]=[CH:32][C:31]([O:34][CH2:35][CH:36]3[CH2:38][CH2:37]3)=[CH:30][CH:29]=1)[CH2:19][CH2:18]2)[CH3:14])[CH3:9]. (4) The product is: [C:19]1([C@@H:18]([N:25]2[C:34](=[O:35])[CH2:33][C:28]3([CH2:32][CH2:31][CH2:30][CH2:29]3)[CH2:27][C:26]2=[O:36])[CH2:17][N:13]2[CH2:12][CH2:11][N:10]([C:3]3[CH:4]=[C:5]([F:9])[C:6]([F:8])=[CH:7][C:2]=3[F:1])[CH2:15][CH2:14]2)[CH:24]=[CH:23][CH:22]=[CH:21][CH:20]=1. Given the reactants [F:1][C:2]1[CH:7]=[C:6]([F:8])[C:5]([F:9])=[CH:4][C:3]=1[N:10]1[CH2:15][CH2:14][NH:13][CH2:12][CH2:11]1.Cl[CH2:17][C@H:18]([N:25]1[C:34](=[O:35])[CH2:33][C:28]2([CH2:32][CH2:31][CH2:30][CH2:29]2)[CH2:27][C:26]1=[O:36])[C:19]1[CH:24]=[CH:23][CH:22]=[CH:21][CH:20]=1, predict the reaction product. (5) The product is: [CH3:1][O:2][C:3]([C:5]1[CH:14]=[CH:13][C:12]2[C:7](=[CH:8][CH:9]=[CH:10][CH:11]=2)[C:6]=1[O:15][CH:24]([CH3:25])[CH2:23][O:16][C:17]1[CH:22]=[CH:21][CH:20]=[CH:19][CH:18]=1)=[O:4]. Given the reactants [CH3:1][O:2][C:3]([C:5]1[CH:14]=[CH:13][C:12]2[C:7](=[CH:8][CH:9]=[CH:10][CH:11]=2)[C:6]=1[OH:15])=[O:4].[O:16]([CH2:23][CH:24](O)[CH3:25])[C:17]1[CH:22]=[CH:21][CH:20]=[CH:19][CH:18]=1.C1(P(C2C=CC=CC=2)C2C=CC=CC=2)C=CC=CC=1.CC(OC(/N=N/C(OC(C)C)=O)=O)C, predict the reaction product. (6) Given the reactants [CH2:1]([O:3][C:4](=[O:33])[C:5]1[CH:10]=[CH:9][C:8]([CH:11]([C:24](=O)[C:25]([CH3:28])([CH3:27])[CH3:26])[C:12]([NH:14][CH2:15][C:16]2[CH:21]=[CH:20][C:19]([F:22])=[C:18]([F:23])[CH:17]=2)=[O:13])=[C:7]([N+:30]([O-])=O)[CH:6]=1)[CH3:2], predict the reaction product. The product is: [CH2:1]([O:3][C:4]([C:5]1[CH:6]=[C:7]2[C:8]([C:11]([C:12](=[O:13])[NH:14][CH2:15][C:16]3[CH:21]=[CH:20][C:19]([F:22])=[C:18]([F:23])[CH:17]=3)=[C:24]([C:25]([CH3:28])([CH3:27])[CH3:26])[NH:30]2)=[CH:9][CH:10]=1)=[O:33])[CH3:2]. (7) Given the reactants [Cl:1][C:2]1[CH:3]=[CH:4][N:5]2[C:9]([CH:10]=1)=[CH:8][C:7]([CH3:11])=[C:6]2[S:12][C:13]1[CH:18]=[CH:17][C:16]([S:19]([CH3:22])(=[O:21])=[O:20])=[CH:15][CH:14]=1.[CH3:23][O:24][C:25](=[O:29])[C:26](Cl)=[O:27], predict the reaction product. The product is: [CH3:23][O:24][C:25](=[O:29])[C:26]([C:8]1[C:7]([CH3:11])=[C:6]([S:12][C:13]2[CH:14]=[CH:15][C:16]([S:19]([CH3:22])(=[O:21])=[O:20])=[CH:17][CH:18]=2)[N:5]2[C:9]=1[CH:10]=[C:2]([Cl:1])[CH:3]=[CH:4]2)=[O:27].